From a dataset of Catalyst prediction with 721,799 reactions and 888 catalyst types from USPTO. Predict which catalyst facilitates the given reaction. (1) Reactant: [CH3:1][C:2]1[C:6]([C:7]2[CH:8]=[C:9]([C:17]([C:19]3[CH:24]=[CH:23][CH:22]=[CH:21][CH:20]=3)=[CH2:18])[C:10]3[N:14]=[C:13]([NH2:15])[NH:12][C:11]=3[CH:16]=2)=[C:5]([CH3:25])[O:4][N:3]=1. Product: [CH3:1][C:2]1[C:6]([C:7]2[CH:8]=[C:9]([CH:17]([C:19]3[CH:24]=[CH:23][CH:22]=[CH:21][CH:20]=3)[CH3:18])[C:10]3[N:14]=[C:13]([NH2:15])[NH:12][C:11]=3[CH:16]=2)=[C:5]([CH3:25])[O:4][N:3]=1. The catalyst class is: 63. (2) Reactant: [Cl:1][C:2]1[CH:7]=[CH:6][CH:5]=[C:4]([Cl:8])[C:3]=1[N:9]=[C:10]=[O:11].[NH2:12][C:13]1[C:14]2[S:21][CH:20]=[CH:19][C:15]=2[N:16]=[CH:17][N:18]=1. Product: [Cl:1][C:2]1[CH:7]=[CH:6][CH:5]=[C:4]([Cl:8])[C:3]=1[NH:9][C:10]([NH:12][C:13]1[C:14]2[S:21][CH:20]=[CH:19][C:15]=2[N:16]=[CH:17][N:18]=1)=[O:11]. The catalyst class is: 10.